Task: Predict the product of the given reaction.. Dataset: Forward reaction prediction with 1.9M reactions from USPTO patents (1976-2016) (1) Given the reactants [F:1][C:2]([F:15])([F:14])[O:3][C:4]1[CH:9]=[CH:8][C:7]([NH:10][C:11](=[S:13])[CH3:12])=[CH:6][CH:5]=1.[OH-].[Na+].CCOC(C)=O, predict the reaction product. The product is: [CH3:12][C:11]1[S:13][C:8]2[CH:9]=[C:4]([O:3][C:2]([F:14])([F:1])[F:15])[CH:5]=[CH:6][C:7]=2[N:10]=1. (2) The product is: [CH3:45][N:43]1[CH:44]=[C:40]([C:15]2[C:16](=[O:10])[NH:17][C:18]3[C:23]([C:14]=2[O:6][CH2:1][C:2]([F:5])([F:4])[F:3])=[CH:22][C:21]([S:24][C:25]2[N:29]4[CH:30]=[C:31]([C:34]5[CH:35]=[N:36][N:37]([CH3:39])[CH:38]=5)[CH:32]=[CH:33][C:28]4=[N:27][N:26]=2)=[CH:20][CH:19]=3)[CH:41]=[N:42]1. Given the reactants [CH2:1]([OH:6])[C:2]([F:5])([F:4])[F:3].CC(C)([O-:10])C.[Na+].Cl[C:14]1[C:23]2[C:18](=[CH:19][CH:20]=[C:21]([S:24][C:25]3[N:29]4[CH:30]=[C:31]([C:34]5[CH:35]=[N:36][N:37]([CH3:39])[CH:38]=5)[CH:32]=[CH:33][C:28]4=[N:27][N:26]=3)[CH:22]=2)[N:17]=[CH:16][C:15]=1[C:40]1[CH:41]=[N:42][N:43]([CH3:45])[CH:44]=1, predict the reaction product. (3) Given the reactants ClC(Cl)(O[C:5](=[O:11])OC(Cl)(Cl)Cl)Cl.[CH2:13]([C:16]1([CH2:34][CH:35]=[CH2:36])[C:32](=[O:33])[N:19]2[CH2:20][CH2:21][NH:22][C@@H:23]([C:24]3[CH:29]=[CH:28][C:27]([F:30])=[CH:26][C:25]=3[CH3:31])[C@@H:18]2[CH2:17]1)[CH:14]=[CH2:15].[CH:37]([C:40]1[CH:41]=[C:42]([CH:50]([NH:52][CH3:53])[CH3:51])[CH:43]=[C:44]([C:46]([F:49])([F:48])[F:47])[CH:45]=1)([CH3:39])[CH3:38], predict the reaction product. The product is: [CH2:34]([C:16]1([CH2:13][CH:14]=[CH2:15])[C:32](=[O:33])[N:19]2[CH2:20][CH2:21][N:22]([C:5]([N:52]([C@@H:50]([C:42]3[CH:43]=[C:44]([C:46]([F:47])([F:48])[F:49])[CH:45]=[C:40]([CH:37]([CH3:39])[CH3:38])[CH:41]=3)[CH3:51])[CH3:53])=[O:11])[C@@H:23]([C:24]3[CH:29]=[CH:28][C:27]([F:30])=[CH:26][C:25]=3[CH3:31])[C@@H:18]2[CH2:17]1)[CH:35]=[CH2:36]. (4) Given the reactants [CH:1]1[N:5]2[C:6]3[CH:14]=[CH:13][CH:12]=[CH:11][C:7]=3[CH2:8][CH2:9][CH2:10][C:4]2=[C:3](/[CH:15]=[C:16]2/[C:17](=[O:29])[N:18]([C:22]([O:24][C:25]([CH3:28])([CH3:27])[CH3:26])=[O:23])[CH2:19][CH2:20][CH2:21]/2)[N:2]=1, predict the reaction product. The product is: [CH:1]1[N:5]2[C:6]3[CH:14]=[CH:13][CH:12]=[CH:11][C:7]=3[CH2:8][CH2:9][CH2:10][C:4]2=[C:3]([CH2:15][CH:16]2[CH2:21][CH2:20][CH2:19][N:18]([C:22]([O:24][C:25]([CH3:27])([CH3:26])[CH3:28])=[O:23])[C:17]2=[O:29])[N:2]=1. (5) Given the reactants Br[C:2]1[CH:7]=[CH:6][C:5]([F:8])=[C:4]([CH2:9][CH3:10])[CH:3]=1.[Li]CCCC.[B:16](OC)([O:19]C)[O:17]C, predict the reaction product. The product is: [CH2:9]([C:4]1[CH:3]=[C:2]([B:16]([OH:19])[OH:17])[CH:7]=[CH:6][C:5]=1[F:8])[CH3:10]. (6) Given the reactants [Cl:1][C:2]1[CH:3]=[C:4]([CH:32]=[CH:33][C:34]=1Cl)[C:5]([NH:7][C:8]1[CH:9]=[CH:10][C:11]([O:14][C:15]2[CH:31]=[CH:30][C:18]([C:19]([N:21]3CCC(C(O)=O)[CH2:23][CH2:22]3)=[O:20])=[CH:17][CH:16]=2)=[N:12][CH:13]=1)=[O:6].[CH2:36](N1CCNCC1)[C:37]1C=CC=CC=1.[OH2:49].ON1[C:55]2[CH:56]=[CH:57][CH:58]=[CH:59][C:54]=2N=N1.[ClH:60].[CH2:61]([N:63]=[C:64]=[N:65][CH2:66][CH2:67][CH2:68]N(C)C)[CH3:62].[C:72](=O)(O)[O-].[Na+], predict the reaction product. The product is: [CH2:72]([CH:68]1[CH2:67][CH2:66][N:65]([C:64]([N:63]2[CH2:61][CH2:62][N:21]([C:19]([C:18]3[CH:30]=[CH:31][C:15]([O:14][C:11]4[N:12]=[CH:13][C:8]([NH:7][C:5](=[O:6])[C:4]5[CH:32]=[CH:33][C:34]([Cl:60])=[C:2]([Cl:1])[CH:3]=5)=[CH:9][CH:10]=4)=[CH:16][CH:17]=3)=[O:20])[CH2:22][CH2:23]2)=[O:49])[CH2:37][CH2:36]1)[C:54]1[CH:59]=[CH:58][CH:57]=[CH:56][CH:55]=1.